Dataset: Experimentally validated miRNA-target interactions with 360,000+ pairs, plus equal number of negative samples. Task: Binary Classification. Given a miRNA mature sequence and a target amino acid sequence, predict their likelihood of interaction. The protein sequence of the target gene is MKMFESADSTATRSGQDLWAEICSCLPNPEQEDGANNAFSDSFVDSCPEGEGQREVADFAVQPAVKPWAPLQDSEVYLASLEKKLRRIKGLNQEVTSKDMLRTLAQAKKECWDRFLQEKLASEFFVDGLDSDESTLEHFKRWLQPDKVAVSTEEVQYLIPPESQVEKPVAEDEPAAGDKPAAAEQ. The miRNA is hsa-miR-423-3p with sequence AGCUCGGUCUGAGGCCCCUCAGU. Result: 1 (interaction).